From a dataset of Peptide-MHC class II binding affinity with 134,281 pairs from IEDB. Regression. Given a peptide amino acid sequence and an MHC pseudo amino acid sequence, predict their binding affinity value. This is MHC class II binding data. (1) The peptide sequence is ITKLGAKPDGKTDCT. The MHC is HLA-DQA10501-DQB10201 with pseudo-sequence HLA-DQA10501-DQB10201. The binding affinity (normalized) is 0. (2) The peptide sequence is IGLLFVILTVAANEM. The MHC is DRB1_0802 with pseudo-sequence DRB1_0802. The binding affinity (normalized) is 0.633. (3) The peptide sequence is FLLSYGEKDFEDYRF. The MHC is HLA-DPA10201-DPB10501 with pseudo-sequence HLA-DPA10201-DPB10501. The binding affinity (normalized) is 0.571. (4) The binding affinity (normalized) is 0.483. The peptide sequence is VLAVGPAYSAHCIGI. The MHC is HLA-DQA10501-DQB10302 with pseudo-sequence HLA-DQA10501-DQB10302. (5) The peptide sequence is AMFVEDIAMGYVVSS. The MHC is H-2-IAb with pseudo-sequence H-2-IAb. The binding affinity (normalized) is 0.125.